From a dataset of HIV replication inhibition screening data with 41,000+ compounds from the AIDS Antiviral Screen. Binary Classification. Given a drug SMILES string, predict its activity (active/inactive) in a high-throughput screening assay against a specified biological target. (1) The molecule is Fc1cccc(F)c1C1SCc2nc3cc(Cl)c(Cl)cc3n21. The result is 0 (inactive). (2) The drug is CC(=CCNc1ncnc2c1ncn2C1CCCCO1)COP(=O)(O)O. The result is 0 (inactive). (3) The compound is Cc1ccc(N=Nc2c(C)n(-c3ccc4scnc4c3)c(=S)n(-c3ccccc3)c2=O)cc1. The result is 0 (inactive). (4) The compound is CC1OC(=O)C(C(C)C)NC(=O)C(C(C)C)OC(=O)C(C(C)C)NC(=O)C(C)OC(=O)C(C(C)C)NC(=O)C(C(C)C)OC(=O)C(C(C)C)NC(=O)C(C)OC(=O)C(C(C)C)NC(=O)C(C(C)C)OC(=O)C(C(C)C)NC1=O. The result is 0 (inactive). (5) The compound is CCOC(=O)C1SC(=Nc2ccc(Cl)cc2)N=C1C. The result is 0 (inactive). (6) The molecule is CC(C)=CCOc1cc(O)c2c(O)c3c(cc2c1)CC(C)(C)CC3=O. The result is 0 (inactive). (7) The drug is O=C(CC(C(=O)c1ccsc1)c1ccccc1)c1cccs1. The result is 0 (inactive). (8) The compound is COc1ccc(-n2[nH]c(=O)n(C)c2=O)cc1. The result is 0 (inactive). (9) The drug is COc1cc(C2c3cc4c(cc3OC(N3CCOCC3)C2C)OCO4)cc(OC)c1O. The result is 0 (inactive).